Dataset: Cav3 T-type calcium channel HTS with 100,875 compounds. Task: Binary Classification. Given a drug SMILES string, predict its activity (active/inactive) in a high-throughput screening assay against a specified biological target. (1) The drug is O1c2n[nH]c(c2C(c2ccc(OC(=O)c3occc3)cc2)C(=C1N)C#N)C. The result is 0 (inactive). (2) The result is 0 (inactive). The drug is S(=O)(=O)(N1CCN(CC1)c1ccc(F)cc1)c1c(=O)n(c(=O)n(c1)C)C. (3) The molecule is Brc1ccc(c2nc(N3CCSCC3)c(nn2)c2ccccc2)cc1. The result is 0 (inactive). (4) The drug is s1c2c(CC(OC2)(C)C)c2c1nc(nc2NCc1cccnc1)n1nc(cc1C)C. The result is 0 (inactive). (5) The compound is O1\C(=N/CCOC)C2(N(C(OC(=O)N(CC)CC)=C(C=3C2C2C(CC3)C(=O)N(C2=O)CC)CC)C1=O)Cc1ccccc1. The result is 0 (inactive). (6) The drug is S(CC1(OCCO1)c1ccccc1)c1oc(nn1)c1cc(OC)c(OC)c(OC)c1. The result is 0 (inactive). (7) The result is 0 (inactive). The drug is FC(F)(F)c1nc2c(n3c1nnc3c1ccc(cc1)C)cccc2. (8) The compound is S(=O)(=O)(n1nc(cc1N)c1ccccc1)c1c(OC)ccc(OC)c1. The result is 0 (inactive). (9) The molecule is Fc1ccc(n2ncc3c(=O)n(CC(=O)N4CCN(CC4)c4ccccc4)cnc23)cc1. The result is 0 (inactive).